This data is from Aqueous solubility values for 9,982 compounds from the AqSolDB database. The task is: Regression/Classification. Given a drug SMILES string, predict its absorption, distribution, metabolism, or excretion properties. Task type varies by dataset: regression for continuous measurements (e.g., permeability, clearance, half-life) or binary classification for categorical outcomes (e.g., BBB penetration, CYP inhibition). For this dataset (solubility_aqsoldb), we predict Y. The compound is CC(C)N1C(=O)N(c2ccccc2)CSC1=NC(C)(C)C. The Y is -5.53 log mol/L.